This data is from Forward reaction prediction with 1.9M reactions from USPTO patents (1976-2016). The task is: Predict the product of the given reaction. (1) Given the reactants [C:1]([C:3]1[CH:8]=[CH:7][C:6]([N:9]([CH2:14][CH:15]([CH3:17])[CH3:16])[CH2:10][C:11]([OH:13])=O)=[CH:5][C:4]=1[C:18]([F:21])([F:20])[F:19])#[N:2].[F:22][C:23]1[CH:29]=[CH:28][C:26]([NH2:27])=[CH:25][CH:24]=1, predict the reaction product. The product is: [C:1]([C:3]1[CH:8]=[CH:7][C:6]([N:9]([CH2:14][CH:15]([CH3:17])[CH3:16])[CH2:10][C:11]([NH:27][C:26]2[CH:28]=[CH:29][C:23]([F:22])=[CH:24][CH:25]=2)=[O:13])=[CH:5][C:4]=1[C:18]([F:21])([F:20])[F:19])#[N:2]. (2) Given the reactants [C:1]([O:5][C:6]([NH:8][C@H:9]([C:13]([O:15][C:16]([CH3:19])([CH3:18])[CH3:17])=[O:14])[CH2:10][CH2:11][OH:12])=[O:7])([CH3:4])([CH3:3])[CH3:2].N1C=CC=CC=1, predict the reaction product. The product is: [C:1]([O:5][C:6]([NH:8][C@@H:9]([CH2:10][CH:11]=[O:12])[C:13]([O:15][C:16]([CH3:19])([CH3:18])[CH3:17])=[O:14])=[O:7])([CH3:4])([CH3:3])[CH3:2].